Dataset: Forward reaction prediction with 1.9M reactions from USPTO patents (1976-2016). Task: Predict the product of the given reaction. (1) Given the reactants [NH:1]1[CH:5]=[N:4][C:3]([C:6]([OH:8])=O)=[N:2]1.CCN=C=N[CH2:14][CH2:15][CH2:16][N:17](C)C.C1C=CC2N([OH:29])N=NC=2C=1.N[C:31]12[C:49]3[C:44](=[CH:45][CH:46]=[CH:47][CH:48]=3)[C:43](=[O:50])C1(O)C1[C:38]([O:39]2)=[CH:37][C:36]([CH:40]([CH3:42])[CH3:41])=[CH:35]C=1, predict the reaction product. The product is: [OH:29][C:31]12[C:49]3[C:44](=[CH:45][CH:46]=[CH:47][CH:48]=3)[C:43](=[O:50])[C:16]1([NH:17][C:6]([C:3]1[N:4]=[CH:5][NH:1][N:2]=1)=[O:8])[C:15]1[CH:14]=[CH:35][C:36]([CH:40]([CH3:42])[CH3:41])=[CH:37][C:38]=1[O:39]2. (2) Given the reactants [NH2:1][C:2]1[C:3]([Cl:20])=[CH:4][C:5]([Cl:19])=[C:6]([CH:18]=1)[O:7][C:8]1[CH:13]=[CH:12][N:11]=[C:10]([NH2:14])[C:9]=1[N+:15]([O-:17])=[O:16].[F:21][C:22]([F:33])([F:32])[C:23]1[CH:24]=[C:25]([N:29]=[C:30]=[O:31])[CH:26]=[CH:27][CH:28]=1, predict the reaction product. The product is: [NH2:14][C:10]1[C:9]([N+:15]([O-:17])=[O:16])=[C:8]([O:7][C:6]2[C:5]([Cl:19])=[CH:4][C:3]([Cl:20])=[C:2]([NH:1][C:30]([NH:29][C:25]3[CH:26]=[CH:27][CH:28]=[C:23]([C:22]([F:21])([F:32])[F:33])[CH:24]=3)=[O:31])[CH:18]=2)[CH:13]=[CH:12][N:11]=1. (3) The product is: [C:1]([C@H:5]1[CH2:10][CH2:9][C@H:8]([O:11][C:12]2[CH:13]=[C:14]3[C:19](=[CH:20][CH:21]=2)[CH:18]=[C:17]([CH2:22][NH2:23])[CH:16]=[CH:15]3)[CH2:7][CH2:6]1)([CH3:4])([CH3:2])[CH3:3]. Given the reactants [C:1]([C@H:5]1[CH2:10][CH2:9][C@H:8]([O:11][C:12]2[CH:13]=[C:14]3[C:19](=[CH:20][CH:21]=2)[CH:18]=[C:17]([C:22]#[N:23])[CH:16]=[CH:15]3)[CH2:7][CH2:6]1)([CH3:4])([CH3:3])[CH3:2].[NH4+].[OH-], predict the reaction product. (4) The product is: [CH2:21]([N:28]1[C:32]([CH2:33][N:34]([CH:35]2[CH2:40][CH2:39][CH2:38][CH2:37][CH2:36]2)[C:77]([CH:59]2[CH2:60][CH2:61][CH2:62][C@@H:63]([CH2:11][CH2:10][CH2:9][NH:8][C:6](=[O:5])[OH:7])[CH2:64]2)=[O:78])=[N:31][N:30]=[N:29]1)[C:22]1[CH:23]=[CH:24][CH:25]=[CH:26][CH:27]=1. Given the reactants C([O:5][C:6]([NH:8][C@H:9](C1CCCCC1)[CH2:10][CH2:11]C(O)=O)=[O:7])(C)(C)C.[CH2:21]([N:28]1[C:32]([CH2:33][NH:34][CH:35]2[CH2:40][CH2:39][CH2:38][CH2:37][CH2:36]2)=[N:31][N:30]=[N:29]1)[C:22]1[CH:27]=[CH:26][CH:25]=[CH:24][CH:23]=1.C(N(CC)C(C)C)(C)C.CN(C(ON1N=N[C:60]2[CH:61]=[CH:62][CH:63]=[CH:64][C:59]1=2)=[N+](C)C)C.F[P-](F)(F)(F)(F)F.CN([CH:77]=[O:78])C, predict the reaction product. (5) Given the reactants Cl[C:2]1[C:11]2[C:6](=[C:7]([C:12]3[C:17]([CH3:18])=[CH:16][C:15]([CH3:19])=[CH:14][C:13]=3[CH3:20])[CH:8]=[CH:9][N:10]=2)[N:5]=[C:4]([CH3:21])[C:3]=1[CH2:22][CH2:23]Cl.[NH2:25][CH:26]([CH2:30][CH3:31])[CH2:27][O:28][CH3:29], predict the reaction product. The product is: [CH3:29][O:28][CH2:27][CH:26]([N:25]1[C:2]2[C:11]3[N:10]=[CH:9][CH:8]=[C:7]([C:12]4[C:17]([CH3:18])=[CH:16][C:15]([CH3:19])=[CH:14][C:13]=4[CH3:20])[C:6]=3[N:5]=[C:4]([C:21]3[C:13]([CH3:14])=[CH:12][C:7]([CH3:8])=[CH:6][C:11]=3[CH3:2])[C:3]=2[CH:22]=[CH:23]1)[CH2:30][CH3:31]. (6) Given the reactants [N:1]1([C:7]2[CH:8]=[CH:9][C:10]3[N:11]([C:13]([C:16]([F:19])([F:18])[F:17])=[N:14][N:15]=3)[N:12]=2)[CH2:6][CH2:5][NH:4][CH2:3][CH2:2]1.[NH:20]1[CH:24]=[CH:23][CH:22]=[C:21]1[CH:25]=O, predict the reaction product. The product is: [NH:20]1[CH:24]=[CH:23][CH:22]=[C:21]1[CH2:25][N:4]1[CH2:3][CH2:2][N:1]([C:7]2[CH:8]=[CH:9][C:10]3[N:11]([C:13]([C:16]([F:17])([F:18])[F:19])=[N:14][N:15]=3)[N:12]=2)[CH2:6][CH2:5]1. (7) Given the reactants O.[SH:2][C:3]1[N:11]=[CH:10][N:9]=[C:8]2[C:4]=1[NH:5][CH:6]=[N:7]2.[OH-].[K+].Br[CH2:15][CH2:16][CH2:17][CH2:18][CH2:19][CH2:20][CH2:21][CH2:22][CH2:23][CH2:24][CH2:25][C:26]([O:28][CH3:29])=[O:27].[Na+].[I-], predict the reaction product. The product is: [CH3:29][O:28][C:26](=[O:27])[CH2:25][CH2:24][CH2:23][CH2:22][CH2:21][CH2:20][CH2:19][CH2:18][CH2:17][CH2:16][CH2:15][S:2][C:3]1[NH:11][CH:10]=[N:9][C:8]2[C:4]=1[N:5]=[CH:6][N:7]=2.